Dataset: Forward reaction prediction with 1.9M reactions from USPTO patents (1976-2016). Task: Predict the product of the given reaction. (1) Given the reactants [C:1]([N:4]1[CH2:9][CH2:8][CH:7]([C@@H:10]([CH3:14])[C:11]([OH:13])=O)[CH2:6][CH2:5]1)(=[O:3])[CH3:2].[F:15][C:16]1[CH:17]=[C:18]([C:23]2[CH:28]=[CH:27][C:26]([NH2:29])=[CH:25][CH:24]=2)[CH:19]=[C:20]([F:22])[CH:21]=1, predict the reaction product. The product is: [C:1]([N:4]1[CH2:5][CH2:6][CH:7]([C@@H:10]([CH3:14])[C:11]([NH:29][C:26]2[CH:25]=[CH:24][C:23]([C:18]3[CH:19]=[C:20]([F:22])[CH:21]=[C:16]([F:15])[CH:17]=3)=[CH:28][CH:27]=2)=[O:13])[CH2:8][CH2:9]1)(=[O:3])[CH3:2]. (2) The product is: [CH:24]1([NH:29][C:19](=[O:20])[CH2:18][C:15]2[CH:14]=[CH:13][C:12]([N:5]3[C:6]4[CH2:7][CH2:8][CH2:9][CH2:10][C:11]=4[C:3]([C:2]([F:22])([F:23])[F:1])=[N:4]3)=[CH:17][CH:16]=2)[CH2:28][CH2:27][CH2:26][CH2:25]1. Given the reactants [F:1][C:2]([F:23])([F:22])[C:3]1[C:11]2[CH2:10][CH2:9][CH2:8][CH2:7][C:6]=2[N:5]([C:12]2[CH:17]=[CH:16][C:15]([CH2:18][C:19](O)=[O:20])=[CH:14][CH:13]=2)[N:4]=1.[CH:24]1([NH2:29])[CH2:28][CH2:27][CH2:26][CH2:25]1, predict the reaction product. (3) The product is: [N:18]1([C:2]2[N:3]=[CH:4][C:5]([C:8]([OH:10])=[O:9])=[N:6][CH:7]=2)[CH:22]=[N:21][CH:20]=[N:19]1. Given the reactants Cl[C:2]1[N:3]=[CH:4][C:5]([C:8]([O:10]C)=[O:9])=[N:6][CH:7]=1.C([O-])([O-])=O.[K+].[K+].[NH:18]1[CH:22]=[N:21][CH:20]=[N:19]1.Cl, predict the reaction product. (4) Given the reactants Cl[C:2]1[C:3]2[S:10][CH:9]=[C:8]([C:11]([NH:13][C:14]3[C:19]([F:20])=[CH:18][CH:17]=[C:16]([NH:21][S:22]([CH2:25][CH2:26][CH3:27])(=[O:24])=[O:23])[C:15]=3[F:28])=[O:12])[C:4]=2[N:5]=[CH:6][N:7]=1.C([SnH](CCCC)CCCC)CCC, predict the reaction product. The product is: [F:28][C:15]1[C:16]([NH:21][S:22]([CH2:25][CH2:26][CH3:27])(=[O:23])=[O:24])=[CH:17][CH:18]=[C:19]([F:20])[C:14]=1[NH:13][C:11]([C:8]1[C:4]2[N:5]=[CH:6][N:7]=[CH:2][C:3]=2[S:10][CH:9]=1)=[O:12].